Predict the product of the given reaction. From a dataset of Forward reaction prediction with 1.9M reactions from USPTO patents (1976-2016). (1) Given the reactants [Cl:1][C:2]1[CH:3]=[C:4]([CH:17]=[CH:18][C:19]=1[Cl:20])[CH2:5][O:6][C:7]1[CH:12]=[CH:11][C:10]([CH:13]([OH:16])[CH2:14][OH:15])=[CH:9][CH:8]=1.N1C=CN=C1.[C:26]([Si:30]([C:38]1[CH:43]=[CH:42][CH:41]=[CH:40][CH:39]=1)([C:32]1[CH:37]=[CH:36][CH:35]=[CH:34][CH:33]=1)Cl)([CH3:29])([CH3:28])[CH3:27], predict the reaction product. The product is: [C:26]([Si:30]([C:38]1[CH:43]=[CH:42][CH:41]=[CH:40][CH:39]=1)([C:32]1[CH:33]=[CH:34][CH:35]=[CH:36][CH:37]=1)[O:15][CH2:14][CH:13]([C:10]1[CH:9]=[CH:8][C:7]([O:6][CH2:5][C:4]2[CH:17]=[CH:18][C:19]([Cl:20])=[C:2]([Cl:1])[CH:3]=2)=[CH:12][CH:11]=1)[OH:16])([CH3:29])([CH3:27])[CH3:28]. (2) Given the reactants [Br:1][C:2]1[CH:14]=[CH:13][C:5]([O:6][C:7]([CH3:12])([CH3:11])[C:8](O)=[O:9])=[CH:4][CH:3]=1.C1COCC1, predict the reaction product. The product is: [Br:1][C:2]1[CH:14]=[CH:13][C:5]([O:6][C:7]([CH3:11])([CH3:12])[CH2:8][OH:9])=[CH:4][CH:3]=1.